From a dataset of NCI-60 drug combinations with 297,098 pairs across 59 cell lines. Regression. Given two drug SMILES strings and cell line genomic features, predict the synergy score measuring deviation from expected non-interaction effect. Drug 1: C1=NC2=C(N=C(N=C2N1C3C(C(C(O3)CO)O)F)Cl)N. Drug 2: C1=NC(=NC(=O)N1C2C(C(C(O2)CO)O)O)N. Cell line: K-562. Synergy scores: CSS=55.5, Synergy_ZIP=7.53, Synergy_Bliss=7.30, Synergy_Loewe=11.6, Synergy_HSA=12.4.